The task is: Predict the reactants needed to synthesize the given product.. This data is from Full USPTO retrosynthesis dataset with 1.9M reactions from patents (1976-2016). (1) Given the product [C:36]([O:39][C@@H:60]1[CH2:43][N:44]([C:29]([O:31][C:32]([CH3:33])([CH3:34])[CH3:35])=[O:30])[C@H:58]([CH2:62][OH:61])[CH2:59]1)(=[O:38])[CH3:37], predict the reactants needed to synthesize it. The reactants are: C(O[C@@H]1CN(CO[SiH3])[C@](C2C=CC=CC=2)(C(C)(C)C)C1([C:29]([O:31][C:32]([CH3:35])([CH3:34])[CH3:33])=[O:30])C1C=CC=CC=1)(=O)C.[C:36]([OH:39])(=[O:38])[CH3:37].CCC[CH2:43][N+:44](CCCC)(CCCC)CCCC.[F-].[CH2:58]1[CH2:62][O:61][CH2:60][CH2:59]1. (2) Given the product [C:24](=[O:25])([O:20][C@H:3]([CH2:4][N:5]1[C:9]([C:10]2[CH:15]=[CH:14][C:13]([C:16]([F:19])([F:18])[F:17])=[CH:12][CH:11]=2)=[CH:8][CH:7]=[N:6]1)[C:2]([CH3:22])([CH3:21])[CH3:1])[O:26][C:27]1[CH:28]=[CH:29][C:30]([N+:33]([O-:35])=[O:34])=[CH:31][CH:32]=1, predict the reactants needed to synthesize it. The reactants are: [CH3:1][C:2]([CH3:22])([CH3:21])[C@H:3]([OH:20])[CH2:4][N:5]1[C:9]([C:10]2[CH:15]=[CH:14][C:13]([C:16]([F:19])([F:18])[F:17])=[CH:12][CH:11]=2)=[CH:8][CH:7]=[N:6]1.Cl[C:24]([O:26][C:27]1[CH:32]=[CH:31][C:30]([N+:33]([O-:35])=[O:34])=[CH:29][CH:28]=1)=[O:25].N1C=CC=CC=1.C(=O)(O)[O-].[Na+]. (3) Given the product [C:33]([C:31](=[C:2]1[CH2:7][CH2:6][N:5]([C:8]2[CH:13]=[CH:12][C:11]([N:14]3[CH2:18][C@H:17]([CH2:19][OH:20])[O:16][C:15]3=[O:21])=[CH:10][C:9]=2[F:22])[CH2:4][CH2:3]1)[CH3:32])#[N:34], predict the reactants needed to synthesize it. The reactants are: O=[C:2]1[CH2:7][CH2:6][N:5]([C:8]2[CH:13]=[CH:12][C:11]([N:14]3[CH2:18][C@H:17]([CH2:19][OH:20])[O:16][C:15]3=[O:21])=[CH:10][C:9]=2[F:22])[CH2:4][CH2:3]1.C(OP([CH:31]([C:33]#[N:34])[CH3:32])(=O)OCC)C. (4) Given the product [CH3:20][S:21]([O:19][CH2:18][C:6]1[N:7]([CH2:11][CH2:12][CH2:13][S:14]([CH3:17])(=[O:16])=[O:15])[C:8]2[C:4]([CH:5]=1)=[CH:3][C:2]([Cl:1])=[CH:10][CH:9]=2)(=[O:23])=[O:22], predict the reactants needed to synthesize it. The reactants are: [Cl:1][C:2]1[CH:3]=[C:4]2[C:8](=[CH:9][CH:10]=1)[N:7]([CH2:11][CH2:12][CH2:13][S:14]([CH3:17])(=[O:16])=[O:15])[C:6]([CH2:18][OH:19])=[CH:5]2.[CH3:20][S:21](Cl)(=[O:23])=[O:22]. (5) Given the product [CH3:11][C:1]1([C:5]([O:7][CH2:8][CH3:9])=[O:6])[CH2:4][CH2:3][CH2:2]1, predict the reactants needed to synthesize it. The reactants are: [CH:1]1([C:5]([O:7][CH2:8][CH3:9])=[O:6])[CH2:4][CH2:3][CH2:2]1.[Li+].[CH3:11]C([N-]C(C)C)C.IC. (6) The reactants are: [Br:1][C:2]1[CH:7]=[CH:6][N:5]=[C:4]([NH2:8])[CH:3]=1.Br[CH2:10][C:11]([C:13]1[CH:18]=[CH:17][C:16]([CH3:19])=[CH:15][CH:14]=1)=O. Given the product [Br:1][C:2]1[CH:7]=[CH:6][N:5]2[CH:10]=[C:11]([C:13]3[CH:18]=[CH:17][C:16]([CH3:19])=[CH:15][CH:14]=3)[N:8]=[C:4]2[CH:3]=1, predict the reactants needed to synthesize it. (7) Given the product [F:25][C:23]1[N:24]=[C:2]2[C:3]([C:4](=[O:5])[C:6]([C:7]([O:9][CH2:10][CH3:11])=[O:8])=[CH:12][N:13]2[C@@H:14]([C:17]([CH3:20])([CH3:19])[CH3:18])[CH2:15][OH:16])=[CH:21][C:22]=1[I:26], predict the reactants needed to synthesize it. The reactants are: F[C:2]1[N:24]=[C:23]([F:25])[C:22]([I:26])=[CH:21][C:3]=1[C:4]([C:6](=[CH:12][NH:13][C@@H:14]([C:17]([CH3:20])([CH3:19])[CH3:18])[CH2:15][OH:16])[C:7]([O:9][CH2:10][CH3:11])=[O:8])=[O:5].C(=O)([O-])[O-].[K+].[K+]. (8) Given the product [CH2:20]([N:12]([CH2:11][C:9]1[N:10]=[C:5]2[S:4][C:3]([CH3:23])=[C:2]([C:28]3[CH:29]=[N:24][CH:25]=[N:26][CH:27]=3)[N:6]2[C:7](=[O:22])[CH:8]=1)[C:13]1[CH:18]=[CH:17][C:16]([F:19])=[CH:15][CH:14]=1)[CH3:21], predict the reactants needed to synthesize it. The reactants are: Br[C:2]1[N:6]2[C:7](=[O:22])[CH:8]=[C:9]([CH2:11][N:12]([CH2:20][CH3:21])[C:13]3[CH:18]=[CH:17][C:16]([F:19])=[CH:15][CH:14]=3)[N:10]=[C:5]2[S:4][C:3]=1[CH3:23].[N:24]1[CH:29]=[C:28](B(O)O)[CH:27]=[N:26][CH:25]=1.C(=O)([O-])[O-].[Na+].[Na+]. (9) Given the product [Cl:1][C:2]1[CH:3]=[C:4]2[CH:10]=[CH:9][NH:8][C:5]2=[N:6][CH:7]=1, predict the reactants needed to synthesize it. The reactants are: [Cl:1][C:2]1[CH:3]=[C:4]2[CH:10]=[C:9]([Si](CC)(CC)CC)[NH:8][C:5]2=[N:6][CH:7]=1.BrC1C2C(=NC=CC=2)N(S(C2C=CC(C)=CC=2)(=O)=O)C=1.CCCC[N+](CCCC)(CCCC)CCCC.[F-]. (10) Given the product [CH2:42]([O:41][C:40](=[O:44])[CH2:50][CH:21]([C:22]1[CH:27]=[N:14][CH:9]=[N:8][CH:7]=1)[CH:20]=[CH:19][CH2:18][CH2:17][CH2:16][CH2:15][C:13]1[CH:12]=[CH:11][CH:10]=[C:9]([NH:8][CH2:7][C:6]2[CH:5]=[CH:4][C:3]([O:2][CH3:1])=[CH:30][CH:29]=2)[N:14]=1)[CH3:43], predict the reactants needed to synthesize it. The reactants are: [CH3:1][O:2][C:3]1[CH:30]=[CH:29][C:6]([CH2:7][NH:8][C:9]2[N:14]=[C:13]([CH2:15][CH2:16][CH2:17][CH2:18][CH:19](O)[CH:20]=[CH:21][C:22]3[CH:27]=CN=CN=3)[CH:12]=[CH:11][CH:10]=2)=[CH:5][CH:4]=1.C(O)(=O)CC.Cl.[Cl-].[Na+].O.[C:40]([CH3:50])(OCC)([O:44]CC)[O:41][CH2:42][CH3:43].